Dataset: Reaction yield outcomes from USPTO patents with 853,638 reactions. Task: Predict the reaction yield, written as a fraction of the theoretical maximum amount of product (1.0 means a 100% yield; for example, 0.34 means a 34% yield). The reactants are [NH2:1][C:2]([C:4]1[CH:5]=[C:6]([Br:26])[CH:7]=[C:8]2[C:12]=1[NH:11][CH:10]=[C:9]2[C:13]1[CH2:14][CH2:15][N:16]([C:19]([O:21][C:22]([CH3:25])([CH3:24])[CH3:23])=[O:20])[CH2:17][CH:18]=1)=[O:3]. The catalyst is C(O)C.[Pt]=O. The product is [NH2:1][C:2]([C:4]1[CH:5]=[C:6]([Br:26])[CH:7]=[C:8]2[C:12]=1[NH:11][CH:10]=[C:9]2[CH:13]1[CH2:14][CH2:15][N:16]([C:19]([O:21][C:22]([CH3:24])([CH3:23])[CH3:25])=[O:20])[CH2:17][CH2:18]1)=[O:3]. The yield is 0.480.